The task is: Predict the reaction yield, written as a fraction of the theoretical maximum amount of product (1.0 means a 100% yield; for example, 0.34 means a 34% yield).. This data is from Reaction yield outcomes from USPTO patents with 853,638 reactions. (1) The reactants are [NH:1]1[C:5]([CH2:6][CH2:7][CH2:8][N:9]([C:11]2[N:15](CC3C=CC(OC)=CC=3)[N:14]=[N:13][N:12]=2)[NH2:10])=[N:4][N:3]=[N:2]1.Cl. The catalyst is O. The product is [NH:15]1[C:11]([N:9]([CH2:8][CH2:7][CH2:6][C:5]2[NH:1][N:2]=[N:3][N:4]=2)[NH2:10])=[N:12][N:13]=[N:14]1. The yield is 0.0700. (2) The reactants are [CH3:1]N(C)C1C2C(=CC=CC=2N(C)C)C=CC=1.[OH:17][CH2:18][C@@H:19]1[N:24]([C:25]([O:27][CH2:28][C:29]2[CH:34]=[CH:33][CH:32]=[CH:31][CH:30]=2)=[O:26])[CH2:23][C@@H:22]([C:35]([O:37][CH3:38])=[O:36])[CH2:21][CH2:20]1.C([O-])(O)=O.[Na+]. The catalyst is ClCCl. The product is [CH3:1][O:17][CH2:18][C@@H:19]1[N:24]([C:25]([O:27][CH2:28][C:29]2[CH:34]=[CH:33][CH:32]=[CH:31][CH:30]=2)=[O:26])[CH2:23][C@@H:22]([C:35]([O:37][CH3:38])=[O:36])[CH2:21][CH2:20]1. The yield is 0.820. (3) The reactants are [N+:1]([C:4]1[CH:18]=[CH:17][C:7]([CH2:8][C:9]2[CH:14]=[CH:13][N:12]=[C:11]([C:15]#[N:16])[CH:10]=2)=[CH:6][CH:5]=1)([O-])=O.N1C=CC=CC=1. The catalyst is C(O)C.[Pd]. The product is [NH2:1][C:4]1[CH:5]=[CH:6][C:7]([CH2:8][C:9]2[CH:14]=[CH:13][N:12]=[C:11]([C:15]#[N:16])[CH:10]=2)=[CH:17][CH:18]=1. The yield is 0.610.